The task is: Predict the product of the given reaction.. This data is from Forward reaction prediction with 1.9M reactions from USPTO patents (1976-2016). (1) Given the reactants [Br:1][C:2]1[C:3]([CH3:11])=[CH:4][C:5]([F:10])=[C:6]([CH:9]=1)[CH:7]=O.[NH2:12]OS(O)(=O)=O, predict the reaction product. The product is: [Br:1][C:2]1[C:3]([CH3:11])=[CH:4][C:5]([F:10])=[C:6]([CH:9]=1)[C:7]#[N:12]. (2) Given the reactants CSC(N1CCC(CC)=N1)=NCC.Cl[C:15]1[CH:20]=[CH:19][CH:18]=[CH:17][C:16]=1[S:21]([NH2:24])(=[O:23])=[O:22], predict the reaction product. The product is: [C:16]1([S:21]([NH2:24])(=[O:23])=[O:22])[CH:17]=[CH:18][CH:19]=[CH:20][CH:15]=1. (3) Given the reactants [F:1][C:2]([F:7])([F:6])[C:3]([OH:5])=[O:4].[NH:8]1[CH:12]=[C:11]([CH:13]=[CH:14][CH2:15][CH2:16][CH2:17][C:18]([OH:20])=[O:19])[N:10]=[CH:9]1, predict the reaction product. The product is: [F:1][C:2]([F:7])([F:6])[C:3]([OH:5])=[O:4].[NH:8]1[CH:12]=[C:11]([CH2:13][CH2:14][CH2:15][CH2:16][CH2:17][C:18]([OH:20])=[O:19])[N:10]=[CH:9]1. (4) Given the reactants C(C(C(O)=O)(O)C(C(=O)C1C=CC=CC=1)(O)C(O)=O)(=O)C1C=CC=CC=1.[C:27]1([C@@H:33]([C@H:35]([C:37]([NH2:39])=[O:38])[OH:36])[NH2:34])[CH:32]=[CH:31][CH:30]=[CH:29][CH:28]=1.[ClH:40], predict the reaction product. The product is: [ClH:40].[C:27]1([C@@H:33]([C@H:35]([C:37]([NH2:39])=[O:38])[OH:36])[NH2:34])[CH:28]=[CH:29][CH:30]=[CH:31][CH:32]=1. (5) The product is: [C:16]([N:11]1[CH2:12][C:13]23[CH:6]([CH2:7][CH2:8][CH:9]2[CH2:10]1)[C:5]1[CH:19]=[CH:20][C:2]([O:1][C:28](=[O:35])[C:29]2[CH:34]=[CH:33][CH:32]=[CH:31][CH:30]=2)=[CH:3][C:4]=1[CH2:15][CH2:14]3)(=[O:18])[CH3:17]. Given the reactants [OH:1][C:2]1[CH:20]=[CH:19][C:5]2[CH:6]3[C:13]4([CH2:14][CH2:15][C:4]=2[CH:3]=1)[CH:9]([CH2:10][N:11]([C:16](=[O:18])[CH3:17])[CH2:12]4)[CH2:8][CH2:7]3.C(N(CC)CC)C.[C:28](Cl)(=[O:35])[C:29]1[CH:34]=[CH:33][CH:32]=[CH:31][CH:30]=1, predict the reaction product. (6) Given the reactants [F:1][C:2]1[CH:11]=[C:10]([NH:12][S:13]([C:16]2[O:17][CH:18]=[CH:19][CH:20]=2)(=[O:15])=[O:14])[C:9]([F:21])=[CH:8][C:3]=1[C:4]([O:6]C)=[O:5].[OH-].[Na+].Cl, predict the reaction product. The product is: [F:1][C:2]1[CH:11]=[C:10]([NH:12][S:13]([C:16]2[O:17][CH:18]=[CH:19][CH:20]=2)(=[O:15])=[O:14])[C:9]([F:21])=[CH:8][C:3]=1[C:4]([OH:6])=[O:5]. (7) Given the reactants [Cl:1][C:2]1[C:3]2[C:10](Br)=[CH:9][NH:8][C:4]=2[N:5]=[CH:6][N:7]=1.[Li]CCCC.[B-](F)(F)(F)[F:18].[B-](F)(F)(F)F.C1[N+]2(O)CC[N+](F)(CC2)C1.C1C=CC(S(N(S(C2C=CC=CC=2)(=O)=O)F)(=O)=O)=CC=1, predict the reaction product. The product is: [Cl:1][C:2]1[C:3]2[C:10]([F:18])=[CH:9][NH:8][C:4]=2[N:5]=[CH:6][N:7]=1. (8) The product is: [CH:41]1[C:40]2[C:25]3[CH:24]=[CH:28][CH:29]=[CH:30][C:37]=3[O:38][C:39]=2[C:47]([C:2]2[CH:10]=[CH:9][CH:8]=[C:7]3[C:3]=2[C:4]2([C:14]4=[CH:15][C:16]5[O:20][CH2:19][O:18][C:17]=5[CH:21]=[C:13]4[O:12][CH2:11]2)[C:5](=[O:53])[NH:6]3)=[CH:43][CH:42]=1. Given the reactants Br[C:2]1[CH:10]=[CH:9][CH:8]=[C:7]2[C:3]=1[C:4]1([C:14]3=[CH:15][C:16]4[O:20][CH2:19][O:18][C:17]=4[CH:21]=[C:13]3[O:12][CH2:11]1)[CH:5]=[N:6]2.BrC1C=[CH:30][CH:29]=[C:28]2[C:24]=1[C:25]1([C:40]3=[CH:41][C:42]4OCO[C:43]=4[CH:47]=[C:39]3[O:38][CH2:37]1)CN2CCCCC.C1C2C3C=CC=CC=3[O:53]C=2C(B(O)O)=CC=1.CN(C)C1N=CC(B(O)O)=CC=1, predict the reaction product. (9) Given the reactants [N+:1]([C:4]1[CH:9]=[CH:8][CH:7]=[CH:6][C:5]=1[S:10]([NH:13][C:14]1[CH:15]=[CH:16][CH:17]=[C:18]2[C:23]=1[N:22]=[CH:21][CH:20]=[C:19]2[C:24]([F:27])([F:26])[F:25])(=[O:12])=[O:11])([O-])=O.Cl[Sn]Cl, predict the reaction product. The product is: [NH2:1][C:4]1[CH:9]=[CH:8][CH:7]=[CH:6][C:5]=1[S:10]([NH:13][C:14]1[CH:15]=[CH:16][CH:17]=[C:18]2[C:23]=1[N:22]=[CH:21][CH:20]=[C:19]2[C:24]([F:27])([F:26])[F:25])(=[O:12])=[O:11]. (10) Given the reactants [CH2:1]([O:3][C:4]([C:6]1[C:14](=[N+]=[N-])[C:13]2[C:8](=[CH:9][CH:10]=[CH:11][CH:12]=2)[N:7]=1)=[O:5])[CH3:2].[CH2:17]([OH:24])[C:18]1[CH:23]=[CH:22][CH:21]=[CH:20][CH:19]=1, predict the reaction product. The product is: [CH2:1]([O:3][C:4]([C:6]1[NH:7][C:8]2[C:13]([C:14]=1[O:24][CH2:17][C:18]1[CH:23]=[CH:22][CH:21]=[CH:20][CH:19]=1)=[CH:12][CH:11]=[CH:10][CH:9]=2)=[O:5])[CH3:2].